Task: Regression/Classification. Given a drug SMILES string, predict its absorption, distribution, metabolism, or excretion properties. Task type varies by dataset: regression for continuous measurements (e.g., permeability, clearance, half-life) or binary classification for categorical outcomes (e.g., BBB penetration, CYP inhibition). Dataset: cyp1a2_veith.. Dataset: CYP1A2 inhibition data for predicting drug metabolism from PubChem BioAssay (1) The molecule is CC(=O)c1c(C(C)=O)c(C)n(NC(=O)c2ccncc2)c1C. The result is 0 (non-inhibitor). (2) The result is 0 (non-inhibitor). The drug is CC(C)CC(=O)N1CCC(N2CCN(c3ccccc3)CC2)CC1.